From a dataset of Peptide-MHC class I binding affinity with 185,985 pairs from IEDB/IMGT. Regression. Given a peptide amino acid sequence and an MHC pseudo amino acid sequence, predict their binding affinity value. This is MHC class I binding data. (1) The peptide sequence is LRAEDTAVY. The MHC is HLA-B08:01 with pseudo-sequence HLA-B08:01. The binding affinity (normalized) is 0. (2) The peptide sequence is GMFTNRSGSQ. The binding affinity (normalized) is 0. The MHC is HLA-A66:01 with pseudo-sequence HLA-A66:01. (3) The peptide sequence is EVIRATYPS. The MHC is HLA-A03:01 with pseudo-sequence HLA-A03:01. The binding affinity (normalized) is 0.0847. (4) The peptide sequence is DIKDTKEAL. The MHC is HLA-A02:01 with pseudo-sequence HLA-A02:01. The binding affinity (normalized) is 0.0847. (5) The MHC is HLA-A02:01 with pseudo-sequence HLA-A02:01. The peptide sequence is FVALIPPTL. The binding affinity (normalized) is 0.394. (6) The peptide sequence is AENVIVGLV. The MHC is HLA-B40:02 with pseudo-sequence HLA-B40:02. The binding affinity (normalized) is 0.686. (7) The peptide sequence is LSYYVVYVF. The MHC is HLA-B15:01 with pseudo-sequence HLA-B15:01. The binding affinity (normalized) is 0.828.